Dataset: Ames mutagenicity test results for genotoxicity prediction. Task: Regression/Classification. Given a drug SMILES string, predict its toxicity properties. Task type varies by dataset: regression for continuous values (e.g., LD50, hERG inhibition percentage) or binary classification for toxic/non-toxic outcomes (e.g., AMES mutagenicity, cardiotoxicity, hepatotoxicity). Dataset: ames. The molecule is [N-]=[N+]=NCCC(=O)O. The result is 1 (mutagenic).